Dataset: Full USPTO retrosynthesis dataset with 1.9M reactions from patents (1976-2016). Task: Predict the reactants needed to synthesize the given product. (1) Given the product [CH:1]1([NH:7][C:8]([C:10]2[CH:11]=[N:12][N:13]([C:19]3[CH:24]=[CH:23][C:22]([CH2:25][C:26]([OH:28])=[O:27])=[CH:21][CH:20]=3)[C:14]=2[S:15][CH2:16][CH2:17][CH3:18])=[O:9])[CH2:6][CH2:5][CH2:4][CH2:3][CH2:2]1, predict the reactants needed to synthesize it. The reactants are: [CH:1]1([NH:7][C:8]([C:10]2[CH:11]=[N:12][N:13]([C:19]3[CH:24]=[CH:23][C:22]([CH2:25][C:26]([O:28]C)=[O:27])=[CH:21][CH:20]=3)[C:14]=2[S:15][CH2:16][CH2:17][CH3:18])=[O:9])[CH2:6][CH2:5][CH2:4][CH2:3][CH2:2]1.[OH-].[Na+]. (2) Given the product [Br:1][C:2]1[CH:3]=[C:4]2[C:8](=[CH:9][CH:10]=1)[CH:7]([OH:11])[CH:6]([CH2:12][CH2:13][CH2:14][CH2:15][O:16][Si:17]([C:30]([CH3:33])([CH3:32])[CH3:31])([C:24]1[CH:29]=[CH:28][CH:27]=[CH:26][CH:25]=1)[C:18]1[CH:19]=[CH:20][CH:21]=[CH:22][CH:23]=1)[CH2:5]2, predict the reactants needed to synthesize it. The reactants are: [Br:1][C:2]1[CH:3]=[C:4]2[C:8](=[CH:9][CH:10]=1)[C:7](=[O:11])[CH:6]([CH2:12][CH2:13][CH2:14][CH2:15][O:16][Si:17]([C:30]([CH3:33])([CH3:32])[CH3:31])([C:24]1[CH:29]=[CH:28][CH:27]=[CH:26][CH:25]=1)[C:18]1[CH:23]=[CH:22][CH:21]=[CH:20][CH:19]=1)[CH2:5]2.C1COCC1.[BH4-].[Na+].[Cl-].[NH4+]. (3) Given the product [OH:2][C@H:3]1[CH2:8][CH2:7][C@H:6]([N:9]2[CH2:13][CH2:12][C:11]3([CH2:18][CH2:17][CH2:16][N:15]([C:21]4[CH:26]=[CH:25][C:24]([C:27]([F:30])([F:29])[F:28])=[CH:23][N:22]=4)[CH2:14]3)[C:10]2=[O:19])[CH2:5][CH2:4]1, predict the reactants needed to synthesize it. The reactants are: Cl.[OH:2][C@H:3]1[CH2:8][CH2:7][C@H:6]([N:9]2[CH2:13][CH2:12][C:11]3([CH2:18][CH2:17][CH2:16][NH:15][CH2:14]3)[C:10]2=[O:19])[CH2:5][CH2:4]1.Cl[C:21]1[CH:26]=[CH:25][C:24]([C:27]([F:30])([F:29])[F:28])=[CH:23][N:22]=1.C(N(CC)CC)C.CN1CCCC1=O.